Dataset: Full USPTO retrosynthesis dataset with 1.9M reactions from patents (1976-2016). Task: Predict the reactants needed to synthesize the given product. Given the product [OH:18][C:16]1[C:23]2[C:22](=[CH:27][CH:26]=[CH:25][CH:24]=2)[C:7]([CH3:21])([CH3:6])[C:8](=[O:9])[C:10]=1[C:11]([O:13][CH2:14][CH3:15])=[O:12], predict the reactants needed to synthesize it. The reactants are: OS(O)(=O)=O.[CH3:6][C:7]([C:22]1[CH:27]=[CH:26][CH:25]=[CH:24][CH:23]=1)([CH3:21])[C:8]([CH:10]([C:16]([O:18]CC)=O)[C:11]([O:13][CH2:14][CH3:15])=[O:12])=[O:9].